The task is: Predict which catalyst facilitates the given reaction.. This data is from Catalyst prediction with 721,799 reactions and 888 catalyst types from USPTO. (1) Reactant: [Cl:1][C:2]1[CH:20]=[CH:19][C:5]([CH2:6][O:7][C:8](=S)[NH:9][C:10]([C:12]2[S:13][CH:14]=[CH:15][C:16]=2[Cl:17])=[O:11])=[CH:4][CH:3]=1.Cl.[NH2:22]O. Product: [Cl:1][C:2]1[CH:20]=[CH:19][C:5]([CH2:6][O:7][C:8]2[N:9]=[C:10]([C:12]3[S:13][CH:14]=[CH:15][C:16]=3[Cl:17])[O:11][N:22]=2)=[CH:4][CH:3]=1. The catalyst class is: 6. (2) Reactant: [CH2:1]([C:3]1[N:7]([CH2:8][C:9]([OH:11])=O)[N:6]=[C:5]([C:12]([F:15])([F:14])[F:13])[CH:4]=1)[CH3:2].CCCP1(OP(CCC)(=O)OP(CCC)(=O)O1)=O.Cl.[CH3:35][N:36]([C@H:50]1[C:59]2[C:54](=[CH:55][CH:56]=[CH:57][CH:58]=2)[CH2:53][CH2:52][CH2:51]1)[C:37]([C:39]1[N:40]=[C:41]([CH:44]2[CH2:49][CH2:48][NH:47][CH2:46][CH2:45]2)[S:42][CH:43]=1)=[O:38].C(N(CC)CC)C. Product: [CH2:1]([C:3]1[N:7]([CH2:8][C:9]([N:47]2[CH2:48][CH2:49][CH:44]([C:41]3[S:42][CH:43]=[C:39]([C:37]([N:36]([CH3:35])[C@H:50]4[C:59]5[C:54](=[CH:55][CH:56]=[CH:57][CH:58]=5)[CH2:53][CH2:52][CH2:51]4)=[O:38])[N:40]=3)[CH2:45][CH2:46]2)=[O:11])[N:6]=[C:5]([C:12]([F:15])([F:14])[F:13])[CH:4]=1)[CH3:2]. The catalyst class is: 13. (3) Reactant: FC(F)(F)S(O[C:7]1[N:12]=[N:11][C:10]2[O:13][CH2:14][CH2:15][CH2:16][C:9]=2[CH:8]=1)(=O)=O.C(=O)([O-])[O-].[K+].[K+].O.CO[CH2:28][CH2:29]OC. Product: [CH:28]([C:7]1[N:12]=[N:11][C:10]2[O:13][CH2:14][CH2:15][CH2:16][C:9]=2[CH:8]=1)=[CH2:29]. The catalyst class is: 73. (4) Reactant: [NH:1]1[CH2:5][CH2:4][C@@H:3]([NH:6][C:7](=[O:13])[O:8][C:9]([CH3:12])([CH3:11])[CH3:10])[CH2:2]1.[F:14][CH:15]([F:18])[CH2:16]I.C(N(C(C)C)C(C)C)C. Product: [F:14][CH:15]([F:18])[CH2:16][N:1]1[CH2:5][CH2:4][C@@H:3]([NH:6][C:7](=[O:13])[O:8][C:9]([CH3:10])([CH3:12])[CH3:11])[CH2:2]1. The catalyst class is: 9. (5) Reactant: [O:1]=[C:2]1[N:7]([CH2:8][C:9]([OH:11])=O)[N:6]=[N:5][C:4]2[CH:12]=[CH:13][CH:14]=[CH:15][C:3]1=2.C1C=CC2N(O)N=NC=2C=1.C(Cl)CCl.[C:30]1([C@@H:36]([NH2:38])[CH3:37])[CH:35]=[CH:34][CH:33]=[CH:32][CH:31]=1.CCN(C(C)C)C(C)C. Product: [O:1]=[C:2]1[N:7]([CH2:8][C:9]([NH:38][C@H:36]([C:30]2[CH:35]=[CH:34][CH:33]=[CH:32][CH:31]=2)[CH3:37])=[O:11])[N:6]=[N:5][C:4]2[CH:12]=[CH:13][CH:14]=[CH:15][C:3]1=2. The catalyst class is: 3. (6) Reactant: [CH2:1]([NH:8][CH:9]1[CH2:14][CH2:13][CH:12]([CH2:15][OH:16])[CH2:11][CH:10]1[CH3:17])[C:2]1[CH:7]=[CH:6][CH:5]=[CH:4][CH:3]=1.[S:18](Cl)([C:21]1[CH:27]=[CH:26][C:24]([CH3:25])=[CH:23][CH:22]=1)(=[O:20])=[O:19]. Product: [CH2:1]([NH:8][CH:9]1[CH2:14][CH2:13][CH:12]([CH2:15][O:16][S:18]([C:21]2[CH:27]=[CH:26][C:24]([CH3:25])=[CH:23][CH:22]=2)(=[O:20])=[O:19])[CH2:11][CH:10]1[CH3:17])[C:2]1[CH:7]=[CH:6][CH:5]=[CH:4][CH:3]=1. The catalyst class is: 202. (7) Reactant: Br[CH:2]=[C:3]([C:5]1[CH:6]=[C:7]([F:14])[C:8]([O:12]C)=[C:9]([F:11])[CH:10]=1)[CH3:4].P([O-])([O-])([O-])=O.[K+].[K+].[K+].N1CCC[C@H]1C(O)=O.[CH3:31][N:32]1[CH2:45][CH2:44][C:35]2[NH:36][C:37]3[CH:38]=[CH:39][C:40]([CH3:43])=[CH:41][C:42]=3[C:34]=2[CH2:33]1. Product: [CH3:31][N:32]1[CH2:45][CH2:44][C:35]2[N:36](/[CH:2]=[C:3](/[C:5]3[CH:6]=[C:7]([F:14])[C:8]([OH:12])=[C:9]([F:11])[CH:10]=3)\[CH3:4])[C:37]3[CH:38]=[CH:39][C:40]([CH3:43])=[CH:41][C:42]=3[C:34]=2[CH2:33]1. The catalyst class is: 122.